Dataset: Full USPTO retrosynthesis dataset with 1.9M reactions from patents (1976-2016). Task: Predict the reactants needed to synthesize the given product. (1) Given the product [O:9]1[CH2:10][CH:11]=[C:12]([C:2]2[CH:7]=[CH:6][N:5]=[CH:4][C:3]=2[NH2:8])[CH2:13][CH2:14]1, predict the reactants needed to synthesize it. The reactants are: I[C:2]1[CH:7]=[CH:6][N:5]=[CH:4][C:3]=1[NH2:8].[O:9]1[CH2:14][CH:13]=[C:12](B2OC(C)(C)C(C)(C)O2)[CH2:11][CH2:10]1.P(=O)(O)(O)O.[K]. (2) Given the product [CH3:12][N:11]([CH3:13])[N:8]1[CH2:7][CH2:6][C:5]2([N:14]([O:27][CH2:31][CH2:32][O:33][CH3:34])[C:15](=[O:26])[CH:16]([C:17]3[C:22]([CH3:23])=[CH:21][C:20]([CH3:24])=[CH:19][C:18]=3[CH3:25])[C:3]2=[O:4])[CH2:10][CH2:9]1, predict the reactants needed to synthesize it. The reactants are: CO[C:3]([C:5]1([N:14]([OH:27])[C:15](=[O:26])[CH2:16][C:17]2[C:22]([CH3:23])=[CH:21][C:20]([CH3:24])=[CH:19][C:18]=2[CH3:25])[CH2:10][CH2:9][N:8]([N:11]([CH3:13])[CH3:12])[CH2:7][CH2:6]1)=[O:4].[H-].[Na+].Br[CH2:31][CH2:32][O:33][CH3:34].C[O-].[Na+].[Cl-].[NH4+].Cl. (3) Given the product [CH3:25][O:24][C:7]1[CH:6]=[CH:5][C:4]2[N:3]=[C:2]([NH:35][C:34]3[CH:33]=[CH:32][C:31]([N:26]4[CH2:30][CH2:29][CH2:28][CH2:27]4)=[CH:37][CH:36]=3)[C:11]3=[N:12][NH:13][CH:14]=[C:10]3[C:9]=2[CH:8]=1, predict the reactants needed to synthesize it. The reactants are: Cl[C:2]1[C:11]2=[N:12][N:13](CC3C=CC(OC)=CC=3)[CH:14]=[C:10]2[C:9]2[CH:8]=[C:7]([O:24][CH3:25])[CH:6]=[CH:5][C:4]=2[N:3]=1.[N:26]1([C:31]2[CH:37]=[CH:36][C:34]([NH2:35])=[CH:33][CH:32]=2)[CH2:30][CH2:29][CH2:28][CH2:27]1.Cl. (4) Given the product [C@H:1]1([NH:10][C:11]2[CH:20]=[CH:19][C:18]3[C:13](=[CH:14][CH:15]=[C:16]([C:23]#[N:24])[CH:17]=3)[N:12]=2)[C:9]2[C:4](=[CH:5][CH:6]=[CH:7][CH:8]=2)[CH2:3][CH2:2]1, predict the reactants needed to synthesize it. The reactants are: [C@H:1]1([NH:10][C:11]2[CH:20]=[CH:19][C:18]3[C:13](=[CH:14][CH:15]=[C:16](Br)[CH:17]=3)[N:12]=2)[C:9]2[C:4](=[CH:5][CH:6]=[CH:7][CH:8]=2)[CH2:3][CH2:2]1.O.[CH3:23][N:24](C=O)C. (5) Given the product [CH2:19]([S:26]([NH:29][C:30]([CH:32]1[CH2:37][CH2:36][N:35]([C:2]2[C:12]([C:13]#[N:14])=[CH:11][C:5]([C:6]([O:8][CH2:9][CH3:10])=[O:7])=[C:4]([C:15]([F:18])([F:17])[F:16])[N:3]=2)[CH2:34][CH2:33]1)=[O:31])(=[O:27])=[O:28])[C:20]1[CH:21]=[CH:22][CH:23]=[CH:24][CH:25]=1, predict the reactants needed to synthesize it. The reactants are: Cl[C:2]1[C:12]([C:13]#[N:14])=[CH:11][C:5]([C:6]([O:8][CH2:9][CH3:10])=[O:7])=[C:4]([C:15]([F:18])([F:17])[F:16])[N:3]=1.[CH2:19]([S:26]([NH:29][C:30]([CH:32]1[CH2:37][CH2:36][NH:35][CH2:34][CH2:33]1)=[O:31])(=[O:28])=[O:27])[C:20]1[CH:25]=[CH:24][CH:23]=[CH:22][CH:21]=1. (6) Given the product [CH2:1]([N:3]1[CH2:4][CH2:5][N:6]([C:9]2[N:14]=[CH:13][C:12]([CH2:15][OH:16])=[CH:11][CH:10]=2)[CH2:7][CH2:8]1)[CH3:2], predict the reactants needed to synthesize it. The reactants are: [CH2:1]([N:3]1[CH2:8][CH2:7][N:6]([C:9]2[N:14]=[CH:13][C:12]([CH:15]=[O:16])=[CH:11][CH:10]=2)[CH2:5][CH2:4]1)[CH3:2].[BH4-].[Na+].